Dataset: Reaction yield outcomes from USPTO patents with 853,638 reactions. Task: Predict the reaction yield, written as a fraction of the theoretical maximum amount of product (1.0 means a 100% yield; for example, 0.34 means a 34% yield). (1) The reactants are [CH2:1]([O:3][C:4](=[O:13])[C:5]#[C:6][C:7]1[CH:12]=[CH:11][N:10]=[CH:9][CH:8]=1)[CH3:2].[C:14]([O:18][C:19]([N:21]1[C:30]2[C:25](=[CH:26][CH:27]=[C:28]([CH2:31][CH2:32][O:33][C:34]3[CH:35]=[C:36]4[C:40](=[CH:41][CH:42]=3)[NH:39][CH:38]=[CH:37]4)[N:29]=2)[CH2:24][CH2:23][CH2:22]1)=[O:20])([CH3:17])([CH3:16])[CH3:15]. No catalyst specified. The product is [C:14]([O:18][C:19]([N:21]1[C:30]2[C:25](=[CH:26][CH:27]=[C:28]([CH2:31][CH2:32][O:33][C:34]3[CH:35]=[C:36]4[C:40](=[CH:41][CH:42]=3)[N:39]([C:6]([C:7]3[CH:12]=[CH:11][N:10]=[CH:9][CH:8]=3)=[CH:5][C:4]([O:3][CH2:1][CH3:2])=[O:13])[CH:38]=[CH:37]4)[N:29]=2)[CH2:24][CH2:23][CH2:22]1)=[O:20])([CH3:17])([CH3:15])[CH3:16]. The yield is 0.640. (2) The reactants are [CH:1]1([C:7]2[C:15]3[C:10](=[CH:11][C:12]([C:16]([O:18]C)=[O:17])=[CH:13][CH:14]=3)[NH:9][C:8]=2[C:20]2[CH:25]=[CH:24][CH:23]=[CH:22][N:21]=2)[CH2:6][CH2:5][CH2:4][CH2:3][CH2:2]1.[H-].[Na+].[CH2:28](Br)[C:29]1[CH:34]=[CH:33][CH:32]=[CH:31][CH:30]=1.O[Li].O. The catalyst is C1COCC1.[NH4+].[Cl-].O. The product is [CH2:28]([N:9]1[C:10]2[C:15](=[CH:14][CH:13]=[C:12]([C:16]([OH:18])=[O:17])[CH:11]=2)[C:7]([CH:1]2[CH2:6][CH2:5][CH2:4][CH2:3][CH2:2]2)=[C:8]1[C:20]1[CH:25]=[CH:24][CH:23]=[CH:22][N:21]=1)[C:29]1[CH:34]=[CH:33][CH:32]=[CH:31][CH:30]=1. The yield is 0.600. (3) The reactants are [NH2:1][C:2]1[C:3]2[N:4]([C:8]([C@@H:28]3[CH2:32][CH2:31][CH2:30][NH:29]3)=[N:9][C:10]=2[C:11]2[CH:25]=[CH:24][C:14]([C:15]([NH:17][C:18]3[CH:23]=[CH:22][CH:21]=[CH:20][N:19]=3)=[O:16])=[C:13]([O:26][CH3:27])[CH:12]=2)[CH:5]=[CH:6][N:7]=1.[C:33](Cl)(=[O:36])[CH:34]=[CH2:35]. No catalyst specified. The product is [C:33]([N:29]1[CH2:30][CH2:31][CH2:32][C@H:28]1[C:8]1[N:4]2[CH:5]=[CH:6][N:7]=[C:2]([NH2:1])[C:3]2=[C:10]([C:11]2[CH:25]=[CH:24][C:14]([C:15]([NH:17][C:18]3[CH:23]=[CH:22][CH:21]=[CH:20][N:19]=3)=[O:16])=[C:13]([O:26][CH3:27])[CH:12]=2)[N:9]=1)(=[O:36])[CH:34]=[CH2:35]. The yield is 0.355. (4) The reactants are [OH:1][C@H:2]1[CH2:10][C:9]2[C:4](=[CH:5][CH:6]=[CH:7][CH:8]=2)[C@H:3]1[NH:11][C:12](=[O:18])[O:13][C:14]([CH3:17])([CH3:16])[CH3:15].[O-2].[Ba+2].[OH-].[Ba+2].[OH-].I[CH3:25]. The catalyst is CN(C=O)C. The product is [CH3:25][O:1][C@H:2]1[CH2:10][C:9]2[C:4](=[CH:5][CH:6]=[CH:7][CH:8]=2)[C@H:3]1[NH:11][C:12](=[O:18])[O:13][C:14]([CH3:15])([CH3:17])[CH3:16]. The yield is 0.250. (5) The reactants are [CH2:1]([C:5]1[O:6][C:7]2[CH:26]=[CH:25][CH:24]=[CH:23][C:8]=2[C:9]=1[C:10]([C:12]1[CH:17]=[CH:16][C:15]([OH:18])=[C:14]([C:19]([F:22])([F:21])[F:20])[CH:13]=1)=[O:11])[CH2:2][CH2:3][CH3:4].[Na+].[I-].C([O-])([O-])=O.[K+].[K+].Cl[CH2:36][CH2:37][N:38]([CH2:41][CH3:42])[CH2:39][CH3:40]. The catalyst is C1(C)C=CC=CC=1.O.C(Cl)Cl. The product is [CH2:1]([C:5]1[O:6][C:7]2[CH:26]=[CH:25][CH:24]=[CH:23][C:8]=2[C:9]=1[C:10]([C:12]1[CH:17]=[CH:16][C:15]([O:18][CH2:36][CH2:37][N:38]([CH2:41][CH3:42])[CH2:39][CH3:40])=[C:14]([C:19]([F:22])([F:20])[F:21])[CH:13]=1)=[O:11])[CH2:2][CH2:3][CH3:4]. The yield is 0.610.